Dataset: Reaction yield outcomes from USPTO patents with 853,638 reactions. Task: Predict the reaction yield, written as a fraction of the theoretical maximum amount of product (1.0 means a 100% yield; for example, 0.34 means a 34% yield). (1) The reactants are [C:1]([O:5][C:6](=[O:31])[C@@H:7]([NH:13][C:14](=[O:30])[CH2:15][CH2:16][CH2:17][CH2:18][CH2:19][CH2:20][CH2:21][CH2:22][CH2:23][CH2:24][CH2:25][CH2:26][CH2:27][CH2:28][CH3:29])[CH2:8][CH2:9][C:10]([OH:12])=O)([CH3:4])([CH3:3])[CH3:2].ON1C2C=CC=CC=2N=N1.C(N1C=CN=C1)(N1C=CN=C1)=O.[NH2:54][CH:55](N)[CH2:56][CH2:57][CH2:58][C@@H:59]([NH:66][C:67]([O:69][CH2:70][CH:71]1[C:83]2[CH:82]=[CH:81][CH:80]=[CH:79][C:78]=2[C:77]2[C:72]1=[CH:73][CH:74]=[CH:75][CH:76]=2)=[O:68])[C:60]([O:62][CH2:63][CH:64]=[CH2:65])=[O:61].C(N(CC)CC)C. The catalyst is C(Cl)Cl.O.C(Cl)Cl.CO. The product is [CH:73]1[C:72]2[CH:71]([CH2:70][O:69][C:67]([NH:66][C@H:59]([CH2:58][CH2:57][CH2:56][CH2:55][NH:54][C:10](=[O:12])[CH2:9][CH2:8][C@H:7]([NH:13][C:14](=[O:30])[CH2:15][CH2:16][CH2:17][CH2:18][CH2:19][CH2:20][CH2:21][CH2:22][CH2:23][CH2:24][CH2:25][CH2:26][CH2:27][CH2:28][CH3:29])[C:6]([O:5][C:1]([CH3:2])([CH3:3])[CH3:4])=[O:31])[C:60]([O:62][CH2:63][CH:64]=[CH2:65])=[O:61])=[O:68])[C:83]3[C:78](=[CH:79][CH:80]=[CH:81][CH:82]=3)[C:77]=2[CH:76]=[CH:75][CH:74]=1. The yield is 0.700. (2) The reactants are [F:1][CH:2]1[C:7]([F:9])(O)[CH:6]=[CH:5][C:4]([C:10]2[CH:15]=[CH:14][CH:13]=[CH:12][CH:11]=2)=[CH:3]1.Br[CH2:17][CH2:18][O:19][CH3:20].[I-].[K+].C(=O)([O-])[O-:24].[K+].[K+]. The catalyst is CC(=O)CC. The product is [F:1][C:2]1[CH:3]=[C:4]([C:10]2[CH:15]=[CH:14][C:13]([O:24][CH2:17][CH2:18][O:19][CH3:20])=[CH:12][CH:11]=2)[CH:5]=[CH:6][C:7]=1[F:9]. The yield is 0.230. (3) The reactants are [CH2:1]([O:8][C:9]([NH:11][C:12]1[C:13]([C:28]([OH:30])=O)=[N:14][C:15]2[C:20]([CH:21]=1)=[CH:19][CH:18]=[C:17]([N:22]1[CH2:27][CH2:26][O:25][CH2:24][CH2:23]1)[CH:16]=2)=[O:10])[C:2]1[CH:7]=[CH:6][CH:5]=[CH:4][CH:3]=1.[NH2:31][C:32]1[CH:33]=[N:34][CH:35]=[CH:36][C:37]=1[N:38]1[CH2:43][C@H:42]([CH3:44])[C@@H:41]([O:45][Si:46]([C:49]([CH3:52])([CH3:51])[CH3:50])([CH3:48])[CH3:47])[C@H:40]([NH:53][C:54](=[O:60])[O:55][C:56]([CH3:59])([CH3:58])[CH3:57])[CH2:39]1.CN(C(ON1N=NC2C=CC=NC1=2)=[N+](C)C)C.F[P-](F)(F)(F)(F)F.CCN(C(C)C)C(C)C. The catalyst is CN(C=O)C. The product is [C:56]([O:55][C:54]([NH:53][C@H:40]1[C@H:41]([O:45][Si:46]([C:49]([CH3:52])([CH3:51])[CH3:50])([CH3:48])[CH3:47])[C@@H:42]([CH3:44])[CH2:43][N:38]([C:37]2[CH:36]=[CH:35][N:34]=[CH:33][C:32]=2[NH:31][C:28]([C:13]2[C:12]([NH:11][C:9](=[O:10])[O:8][CH2:1][C:2]3[CH:3]=[CH:4][CH:5]=[CH:6][CH:7]=3)=[CH:21][C:20]3[C:15](=[CH:16][C:17]([N:22]4[CH2:23][CH2:24][O:25][CH2:26][CH2:27]4)=[CH:18][CH:19]=3)[N:14]=2)=[O:30])[CH2:39]1)=[O:60])([CH3:57])([CH3:58])[CH3:59]. The yield is 0.300. (4) The yield is 0.950. The product is [Br:1][C:2]1[N:3]=[C:4]([C:16]2[CH:21]=[CH:20][C:19]([F:22])=[CH:18][CH:17]=2)[N:5]([CH2:8][O:9][CH2:10][CH2:11][Si:12]([CH3:15])([CH3:14])[CH3:13])[CH:6]=1. The catalyst is C1COCC1. The reactants are [Br:1][C:2]1[N:3]=[C:4]([C:16]2[CH:21]=[CH:20][C:19]([F:22])=[CH:18][CH:17]=2)[N:5]([CH2:8][O:9][CH2:10][CH2:11][Si:12]([CH3:15])([CH3:14])[CH3:13])[C:6]=1Br.C(O)(C)C.O. (5) The reactants are [C:1]([CH:3]1[CH2:8][CH2:7][N:6]([C:9]([C@H:11]([NH:16][C:17]([C:19]2[C:27]3[C:22](=[N:23][CH:24]=[C:25](Br)[N:26]=3)[N:21]([CH2:29][O:30][CH2:31][CH2:32][Si:33]([CH3:36])([CH3:35])[CH3:34])[CH:20]=2)=[O:18])[C:12]([CH3:15])([CH3:14])[CH3:13])=[O:10])[CH2:5][CH2:4]1)#[N:2].[Cl:37][C:38]1[S:39][C:40](B2OC(C)(C)C(C)(C)O2)=[CH:41][N:42]=1.C(=O)([O-])[O-].[Cs+].[Cs+].O. The catalyst is C1(P(C2C=CC=CC=2)C2C=CC=CC=2)C=CC=CC=1.C1(P(C2C=CC=CC=2)C2C=CC=CC=2)C=CC=CC=1.C1(P(C2C=CC=CC=2)C2C=CC=CC=2)C=CC=CC=1.C1(P(C2C=CC=CC=2)C2C=CC=CC=2)C=CC=CC=1.[Pd].C(OCC)(=O)C. The product is [C:1]([CH:3]1[CH2:8][CH2:7][N:6]([C:9]([C@H:11]([NH:16][C:17]([C:19]2[C:27]3[C:22](=[N:23][CH:24]=[C:25]([C:40]4[S:39][C:38]([Cl:37])=[N:42][CH:41]=4)[N:26]=3)[N:21]([CH2:29][O:30][CH2:31][CH2:32][Si:33]([CH3:36])([CH3:35])[CH3:34])[CH:20]=2)=[O:18])[C:12]([CH3:15])([CH3:14])[CH3:13])=[O:10])[CH2:5][CH2:4]1)#[N:2]. The yield is 0.360. (6) The reactants are [Si](C=[N+]=[N-])(C)(C)[CH3:2].Cl.[Cl:9][C:10]1[C:11]([CH2:16][C:17]([OH:19])=[O:18])=[N:12][CH:13]=[CH:14][CH:15]=1. The catalyst is CO. The product is [CH3:2][O:18][C:17](=[O:19])[CH2:16][C:11]1[C:10]([Cl:9])=[CH:15][CH:14]=[CH:13][N:12]=1. The yield is 0.770. (7) The reactants are [CH3:1][O:2][C:3]1[CH:4]=[CH:5][C:6]2[N:7]([N:9]=[C:10]([NH2:12])[N:11]=2)[CH:8]=1.[C:13](N1C=CC=CC1=O)(N1C=CC=CC1=O)=[S:14]. The catalyst is ClCCl. The product is [N:12]([C:10]1[N:11]=[C:6]2[CH:5]=[CH:4][C:3]([O:2][CH3:1])=[CH:8][N:7]2[N:9]=1)=[C:13]=[S:14]. The yield is 0.440.